This data is from Full USPTO retrosynthesis dataset with 1.9M reactions from patents (1976-2016). The task is: Predict the reactants needed to synthesize the given product. (1) Given the product [Cl:1][S:2]([C:9]1[CH:10]=[C:11]([CH:15]=[CH:16][C:8]=1[O:7][CH3:6])[C:12]([OH:14])=[O:13])(=[O:5])=[O:3], predict the reactants needed to synthesize it. The reactants are: [Cl:1][S:2]([OH:5])(=O)=[O:3].[CH3:6][O:7][C:8]1[CH:16]=[CH:15][C:11]([C:12]([OH:14])=[O:13])=[CH:10][CH:9]=1. (2) Given the product [Cl:1][C:2]1[N:3]=[C:4]2[C:9](=[CH:10][CH:11]=1)[N:8]=[CH:7][C:6]([S:12]([CH3:15])(=[O:14])=[O:13])=[C:5]2[NH:35][C@H:32]1[CH2:33][CH2:34][C@H:29]([CH2:28][N:26]([CH3:27])[CH3:25])[CH2:30][CH2:31]1, predict the reactants needed to synthesize it. The reactants are: [Cl:1][C:2]1[CH:11]=[CH:10][C:9]2[C:4](=[C:5](Cl)[C:6]([S:12]([CH3:15])(=[O:14])=[O:13])=[CH:7][N:8]=2)[N:3]=1.C(O)(=O)C.C(O)(=O)C.[CH3:25][N:26]([CH2:28][C@H:29]1[CH2:34][CH2:33][C@H:32]([NH2:35])[CH2:31][CH2:30]1)[CH3:27]. (3) The reactants are: [Br:1][C:2]1[CH:3]=[C:4](/[CH:7]=[CH:8]/[C:9]([OH:11])=O)[O:5][CH:6]=1.S(Cl)([Cl:14])=O. Given the product [Br:1][C:2]1[CH:3]=[C:4](/[CH:7]=[CH:8]/[C:9]([Cl:14])=[O:11])[O:5][CH:6]=1, predict the reactants needed to synthesize it. (4) Given the product [Br:19][C:20]1[CH:25]=[C:24]([C@@H:52]([OH:41])[C@:53]([C:16]2[CH:11]=[C:12]([F:18])[CH:13]=[CH:14][C:15]=2[F:17])([OH:54])[CH3:55])[CH:23]=[N:22][CH:21]=1, predict the reactants needed to synthesize it. The reactants are: [Br:19][C:20]1[CH:21]=[N:22][CH:23]=[C:24](/C=C(/[C:11]2[CH:16]=[C:15]([F:17])[CH:14]=[CH:13][C:12]=2[F:18])\C)[CH:25]=1.[Br:19][C:20]1[CH:21]=[N:22][CH:23]=[C:24](/C=C(\[C:16]2[CH:11]=[C:12]([F:18])[CH:13]=[CH:14][C:15]=2[F:17])/C)[CH:25]=1.C[N+]1([O-])CC[O:41]CC1.S([O-])([O-])(=O)=S.[Na+].[Na+].[CH3:52][C:53]([CH3:55])=[O:54]. (5) Given the product [C:42]([O:41][C@@H:35]([C:26]1[C:25]([CH3:46])=[CH:24][C:22]2[N:23]=[C:19]([N:13]3[CH2:14][CH2:15][N:16]=[C:11]([C:7]4[CH:6]=[C:5]5[C:10](=[CH:9][CH:8]=4)[N:2]([CH3:1])[N:3]=[CH:4]5)[C:12]3=[O:17])[S:20][C:21]=2[C:27]=1[C:28]1[CH:29]=[CH:30][C:31]([Cl:34])=[CH:32][CH:33]=1)[C:36]([O:38][CH2:39][CH3:40])=[O:37])([CH3:43])([CH3:44])[CH3:45], predict the reactants needed to synthesize it. The reactants are: [CH3:1][N:2]1[C:10]2[C:5](=[CH:6][C:7]([C:11]3[C:12](=[O:17])[NH:13][CH2:14][CH2:15][N:16]=3)=[CH:8][CH:9]=2)[CH:4]=[N:3]1.Br[C:19]1[S:20][C:21]2[C:27]([C:28]3[CH:33]=[CH:32][C:31]([Cl:34])=[CH:30][CH:29]=3)=[C:26]([C@H:35]([O:41][C:42]([CH3:45])([CH3:44])[CH3:43])[C:36]([O:38][CH2:39][CH3:40])=[O:37])[C:25]([CH3:46])=[CH:24][C:22]=2[N:23]=1.COCCOCCN(CCOCCOC)CCOCCOC.C(=O)([O-])[O-].[K+].[K+].